Dataset: Forward reaction prediction with 1.9M reactions from USPTO patents (1976-2016). Task: Predict the product of the given reaction. (1) Given the reactants [CH3:1][C:2]1[S:6][C:5]([C:7](=[O:9])[CH3:8])=[CH:4][CH:3]=1.ClC1C=C(C2O[N:21]=[C:20]([C:23]([OH:25])=[O:24])C=2)C=CC=1F, predict the reaction product. The product is: [CH3:1][C:2]1[S:6][C:5]([C:7]2[O:9][N:21]=[C:20]([C:23]([OH:25])=[O:24])[CH:8]=2)=[CH:4][CH:3]=1. (2) Given the reactants [CH3:1][CH:2]1[C:8]2=[C:9]3[C:13](=[CH:14][CH:15]=[C:7]2[O:6][CH2:5][CH2:4][N:3]1[C:16]([O:18][C:19]([CH3:22])([CH3:21])[CH3:20])=[O:17])[NH:12][CH:11]=[CH:10]3.[H-].[Na+].[S:25]1[CH:29]=[CH:28][CH:27]=[C:26]1[S:30](Cl)(=[O:32])=[O:31], predict the reaction product. The product is: [CH3:1][CH:2]1[C:8]2=[C:9]3[C:13](=[CH:14][CH:15]=[C:7]2[O:6][CH2:5][CH2:4][N:3]1[C:16]([O:18][C:19]([CH3:21])([CH3:20])[CH3:22])=[O:17])[N:12]([S:30]([C:26]1[S:25][CH:29]=[CH:28][CH:27]=1)(=[O:32])=[O:31])[CH:11]=[CH:10]3. (3) Given the reactants F[C:2]1[N:7]=[C:6](F)[CH:5]=[C:4]([F:9])[N:3]=1.[NH4+:10].[OH-].C(#[N:14])C, predict the reaction product. The product is: [NH2:10][C:2]1[N:7]=[C:6]([NH2:14])[CH:5]=[C:4]([F:9])[N:3]=1. (4) Given the reactants [H-].[Al+3].[Li+].[H-].[H-].[H-].[O:7]1[C:11]2[CH:12]=[CH:13][C:14]([CH:16]([C:35]3[C:43]4[C:38](=[CH:39][C:40]([Cl:44])=[CH:41][CH:42]=4)[N:37]([CH3:45])[CH:36]=3)[C:17]([NH:19][S:20]([C:23]3[CH:28]=[CH:27][C:26]([CH2:29][C:30](OCC)=[O:31])=[CH:25][CH:24]=3)(=[O:22])=[O:21])=[O:18])=[CH:15][C:10]=2[O:9][CH2:8]1.O1C2C=CC(C(C3C4C(=CC(Cl)=CC=4)N(C)C=3)C(C3C=CC(CC(OCC)=O)=C(S(=O)(=O)N)C=3)=O)=CC=2OC1.Cl, predict the reaction product. The product is: [O:7]1[C:11]2[CH:12]=[CH:13][C:14]([CH:16]([C:35]3[C:43]4[C:38](=[CH:39][C:40]([Cl:44])=[CH:41][CH:42]=4)[N:37]([CH3:45])[CH:36]=3)[C:17]([NH:19][S:20]([C:23]3[CH:24]=[CH:25][C:26]([CH2:29][CH2:30][OH:31])=[CH:27][CH:28]=3)(=[O:22])=[O:21])=[O:18])=[CH:15][C:10]=2[O:9][CH2:8]1. (5) Given the reactants [NH:1]1[C:9]2[C:4](=[CH:5][CH:6]=[CH:7][CH:8]=2)[CH2:3][CH2:2]1.C([Li])CCC.[CH2:15](Br)[C:16]1[CH:21]=[CH:20][CH:19]=[CH:18][CH:17]=1.C(OCC)(=O)C, predict the reaction product. The product is: [CH2:15]([N:1]1[C:9]2[C:4](=[CH:5][CH:6]=[CH:7][CH:8]=2)[CH2:3][CH2:2]1)[C:16]1[CH:21]=[CH:20][CH:19]=[CH:18][CH:17]=1. (6) Given the reactants O[C@H:2]1[C:23]2[C:14](=[CH:15][C:16]3[C:21]([CH:22]=2)=[CH:20][CH:19]=[CH:18][CH:17]=3)[C@H:13](O)[C:12]2[CH:11]=[C:10]3[C:5]([CH:6]=[CH:7][CH:8]=[CH:9]3)=[CH:4][C:3]1=2.[CH2:25]([C:33]1C=CC=C[C:34]=1[SH:39])[CH2:26][C:27]1[CH:32]=[CH:31][CH:30]=[CH:29][CH:28]=1, predict the reaction product. The product is: [CH2:25]([CH2:33][CH2:34][S:39][C@H:2]1[C:23]2[C:14](=[CH:15][C:16]3[C:21]([CH:22]=2)=[CH:20][CH:19]=[CH:18][CH:17]=3)[C@H:13]([S:39][CH2:34][CH2:33][CH2:25][CH2:26][C:27]2[CH:28]=[CH:29][CH:30]=[CH:31][CH:32]=2)[C:12]2[CH:11]=[C:10]3[C:5]([CH:6]=[CH:7][CH:8]=[CH:9]3)=[CH:4][C:3]1=2)[CH2:26][C:27]1[CH:28]=[CH:29][CH:30]=[CH:31][CH:32]=1. (7) Given the reactants [CH3:1]I.[CH2:3]([O:5][C:6](=[O:22])[C:7](=[C:13]([SH:21])[NH:14][C:15]1[CH:20]=[CH:19][CH:18]=[CH:17][CH:16]=1)[C:8]([O:10][CH2:11][CH3:12])=[O:9])[CH3:4].[Na], predict the reaction product. The product is: [CH2:11]([O:10][C:8](=[O:9])[C:7](=[C:13]([S:21][CH3:1])[NH:14][C:15]1[CH:16]=[CH:17][CH:18]=[CH:19][CH:20]=1)[C:6]([O:5][CH2:3][CH3:4])=[O:22])[CH3:12].